Dataset: Catalyst prediction with 721,799 reactions and 888 catalyst types from USPTO. Task: Predict which catalyst facilitates the given reaction. (1) Reactant: [CH3:1][O:2][C:3](=[O:15])[C:4]1[CH:9]=[C:8]([NH:10][CH:11]([CH3:13])[CH3:12])[CH:7]=[C:6]([Cl:14])[CH:5]=1.C(=O)([O-])[O-].[Cs+].[Cs+].[I-].[K+].[CH2:24](Br)[C:25]1[CH:30]=[CH:29][CH:28]=[CH:27][CH:26]=1. Product: [CH3:1][O:2][C:3](=[O:15])[C:4]1[CH:5]=[C:6]([Cl:14])[CH:7]=[C:8]([N:10]([CH2:24][C:25]2[CH:30]=[CH:29][CH:28]=[CH:27][CH:26]=2)[CH:11]([CH3:13])[CH3:12])[CH:9]=1. The catalyst class is: 10. (2) Reactant: [H-].[Na+].[CH2:3]([N:7]1[CH:12]=[CH:11][C:10](=[O:13])[N:9]([CH3:14])[C:8]1=[O:15])[CH:4]([CH3:6])[CH3:5].C1(C)C=CC(S([CH2:25][N+:26]#[C-:27])(=O)=O)=CC=1. Product: [CH2:3]([N:7]1[C:12]2=[CH:25][NH:26][CH:27]=[C:11]2[C:10](=[O:13])[N:9]([CH3:14])[C:8]1=[O:15])[CH:4]([CH3:6])[CH3:5]. The catalyst class is: 1. (3) Reactant: C[O:2][CH:3](OC)[CH2:4][N:5]([CH2:23][C:24]1[N:28]([CH3:29])[C:27]2[CH:30]=[CH:31][CH:32]=[CH:33][C:26]=2[N:25]=1)[C:6](=[O:22])[O:7][CH2:8][CH:9]1[C:21]2[CH:20]=[CH:19][CH:18]=[CH:17][C:16]=2[C:15]2[C:10]1=[CH:11][CH:12]=[CH:13][CH:14]=2.Cl. Product: [CH3:29][N:28]1[C:27]2[CH:30]=[CH:31][CH:32]=[CH:33][C:26]=2[N:25]=[C:24]1[CH2:23][N:5]([CH2:4][CH:3]=[O:2])[C:6](=[O:22])[O:7][CH2:8][CH:9]1[C:21]2[CH:20]=[CH:19][CH:18]=[CH:17][C:16]=2[C:15]2[C:10]1=[CH:11][CH:12]=[CH:13][CH:14]=2. The catalyst class is: 7. (4) Reactant: C([O:3][C:4]([C:6]1[NH:7][C:8]2[C:13]([C:14]=1[C:15]1[CH:20]=[CH:19][CH:18]=[C:17]([O:21][CH3:22])[CH:16]=1)=[CH:12][C:11]([NH:23][S:24]([C:27]1[CH:32]=[CH:31][C:30]([C:33]([CH3:36])([CH3:35])[CH3:34])=[CH:29][CH:28]=1)(=[O:26])=[O:25])=[CH:10][CH:9]=2)=[O:5])C.[OH-].[Na+]. Product: [C:33]([C:30]1[CH:29]=[CH:28][C:27]([S:24]([NH:23][C:11]2[CH:12]=[C:13]3[C:8](=[CH:9][CH:10]=2)[NH:7][C:6]([C:4]([OH:5])=[O:3])=[C:14]3[C:15]2[CH:20]=[CH:19][CH:18]=[C:17]([O:21][CH3:22])[CH:16]=2)(=[O:25])=[O:26])=[CH:32][CH:31]=1)([CH3:36])([CH3:34])[CH3:35]. The catalyst class is: 40. (5) Product: [CH3:1][O:2][C:3]1[CH:4]=[C:5]([CH:24]=[CH:25][C:26]=1[O:27][CH3:28])[CH2:6][N:7]([CH2:18][C:19]([OH:21])=[O:20])[S:8]([C:11]1[CH:12]=[CH:13][C:14]([CH3:17])=[CH:15][CH:16]=1)(=[O:10])=[O:9]. The catalyst class is: 74. Reactant: [CH3:1][O:2][C:3]1[CH:4]=[C:5]([CH:24]=[CH:25][C:26]=1[O:27][CH3:28])[CH2:6][N:7]([CH2:18][C:19]([O:21]CC)=[O:20])[S:8]([C:11]1[CH:16]=[CH:15][C:14]([CH3:17])=[CH:13][CH:12]=1)(=[O:10])=[O:9].Cl. (6) Reactant: [N+:1]([CH:4]=[CH:5][C:6]1[CH:14]=[C:13]2[C:9]([CH:10]=[CH:11][NH:12]2)=[CH:8][CH:7]=1)([O-])=O.[H-].[Al+3].[Li+].[H-].[H-].[H-].O.[OH-].[Na+]. Product: [NH:12]1[C:13]2[C:9](=[CH:8][CH:7]=[C:6]([CH2:5][CH2:4][NH2:1])[CH:14]=2)[CH:10]=[CH:11]1. The catalyst class is: 7. (7) Reactant: C([O:3][C:4](=[O:31])[CH2:5][C:6]1[C:7]2[N:30]=[CH:29][CH:28]=[CH:27][C:8]=2[N:9]2[C:14]=1[CH2:13][CH2:12][CH:11]([N:15]([S:17]([C:20]1[CH:25]=[CH:24][C:23]([F:26])=[CH:22][CH:21]=1)(=[O:19])=[O:18])[CH3:16])[CH2:10]2)C.[OH-].[Na+].C1COCC1. Product: [F:26][C:23]1[CH:24]=[CH:25][C:20]([S:17]([N:15]([CH3:16])[CH:11]2[CH2:12][CH2:13][C:14]3[N:9]([C:8]4[CH:27]=[CH:28][CH:29]=[N:30][C:7]=4[C:6]=3[CH2:5][C:4]([OH:31])=[O:3])[CH2:10]2)(=[O:19])=[O:18])=[CH:21][CH:22]=1. The catalyst class is: 24.